This data is from Reaction yield outcomes from USPTO patents with 853,638 reactions. The task is: Predict the reaction yield, written as a fraction of the theoretical maximum amount of product (1.0 means a 100% yield; for example, 0.34 means a 34% yield). (1) The reactants are CC1(C)C(C)(C)OB([C:9]2[CH:14]=[CH:13][C:12]([C:15]34[CH2:22][CH2:21][C:18]([CH2:23][C:24]([O:26][CH3:27])=[O:25])([CH2:19][CH2:20]3)[O:17][CH2:16]4)=[CH:11][CH:10]=2)O1.Br[C:30]1[N:35]=[CH:34][C:33]([NH2:36])=[CH:32][CH:31]=1.C(=O)([O-])[O-].[Na+].[Na+]. The catalyst is O1CCOCC1. The product is [CH3:27][O:26][C:24](=[O:25])[CH2:23][C:18]12[CH2:21][CH2:22][C:15]([C:12]3[CH:11]=[CH:10][C:9]([C:30]4[CH:31]=[CH:32][C:33]([NH2:36])=[CH:34][N:35]=4)=[CH:14][CH:13]=3)([CH2:20][CH2:19]1)[CH2:16][O:17]2. The yield is 0.650. (2) The reactants are [NH2:1][CH2:2][CH2:3][CH2:4][NH:5][C:6](=[O:12])[O:7][C:8]([CH3:11])([CH3:10])[CH3:9].[N:13]1[C:22]2[C:21](=O)[CH2:20][CH2:19][CH2:18][C:17]=2[CH:16]=[CH:15][CH:14]=1.C(O)(=O)C.C(O[BH-](OC(=O)C)OC(=O)C)(=O)C.[Na+].C(=O)([O-])[O-].[Na+].[Na+]. The catalyst is ClCCCl. The product is [N:13]1[C:22]2[CH:21]([NH:1][CH2:2][CH2:3][CH2:4][NH:5][C:6](=[O:12])[O:7][C:8]([CH3:9])([CH3:11])[CH3:10])[CH2:20][CH2:19][CH2:18][C:17]=2[CH:16]=[CH:15][CH:14]=1. The yield is 0.830.